This data is from Catalyst prediction with 721,799 reactions and 888 catalyst types from USPTO. The task is: Predict which catalyst facilitates the given reaction. Reactant: C(S[CH2:10][CH2:11][C:12]([OH:14])=[O:13])CS[CH2:10][CH2:11][C:12]([OH:14])=[O:13].N12CCCN=C1CCCCC2.ClCC1C(C)=C([OH:39])C(C(C)(C)C)=CC=1C.[C:41]1([CH3:47])[CH:46]=[CH:45][CH:44]=[CH:43][CH:42]=1. Product: [CH3:47][CH:41]1[O:14][C:12](=[O:13])[C:11]2[C:10]([OH:39])=[CH:46][CH:45]=[CH:44][C:43]=2[CH2:42]1. The catalyst class is: 2.